This data is from Reaction yield outcomes from USPTO patents with 853,638 reactions. The task is: Predict the reaction yield, written as a fraction of the theoretical maximum amount of product (1.0 means a 100% yield; for example, 0.34 means a 34% yield). (1) The reactants are C[O:2][C:3](=O)[C:4]1[CH:9]=[C:8]([CH2:10][NH:11][S:12]([CH3:15])(=[O:14])=[O:13])[CH:7]=[CH:6][C:5]=1[CH2:16][N:17]([CH2:26][C:27]1[C:32]([CH3:33])=[CH:31][CH:30]=[CH:29][N:28]=1)[CH2:18][C:19]1[C:24]([CH3:25])=[CH:23][CH:22]=[CH:21][N:20]=1.[H-].[H-].[H-].[H-].[Li+].[Al+3].O. The catalyst is C1COCC1. The product is [CH3:33][C:32]1[C:27]([CH2:26][N:17]([CH2:16][C:5]2[CH:6]=[CH:7][C:8]([CH2:10][NH:11][S:12]([CH3:15])(=[O:14])=[O:13])=[CH:9][C:4]=2[CH2:3][OH:2])[CH2:18][C:19]2[C:24]([CH3:25])=[CH:23][CH:22]=[CH:21][N:20]=2)=[N:28][CH:29]=[CH:30][CH:31]=1. The yield is 0.810. (2) The catalyst is [Fe].CCO.O. The reactants are [CH:1]1([N:6]([C:13]2[C:18]([N+:19]([O-])=O)=[CH:17][N:16]=[C:15]([Cl:22])[N:14]=2)[CH2:7][CH2:8][C:9](OC)=[O:10])[CH2:5][CH2:4][CH2:3][CH2:2]1.[NH4+].[Cl-]. The product is [Cl:22][C:15]1[N:16]=[CH:17][C:18]2[NH:19][C:9](=[O:10])[CH2:8][CH2:7][N:6]([CH:1]3[CH2:5][CH2:4][CH2:3][CH2:2]3)[C:13]=2[N:14]=1. The yield is 0.430. (3) The reactants are [NH2:1][C:2]1[CH:10]=[C:9]([CH3:11])[CH:8]=[CH:7][C:3]=1[C:4]([NH2:6])=[O:5].[F:12][C:13]1[CH:18]=[CH:17][C:16]([CH:19]2[O:23]C(=O)O[C:20]2=O)=[CH:15][CH:14]=1.C[O-].[Na+].CO. The catalyst is C1COCC1. The product is [F:12][C:13]1[CH:18]=[CH:17][C:16]([CH:19]([C:20]2[N:6]=[C:4]([OH:5])[C:3]3[C:2](=[CH:10][C:9]([CH3:11])=[CH:8][CH:7]=3)[N:1]=2)[OH:23])=[CH:15][CH:14]=1. The yield is 0.910. (4) The reactants are [NH2:1][N:2]1[C:7](=[O:8])[C:6]([C:9]2[NH:14][C:13]3[CH:15]=[CH:16][CH:17]=[CH:18][C:12]=3[S:11](=[O:20])(=[O:19])[N:10]=2)=[C:5]([OH:21])[C:4]2[S:22][CH:23]=[CH:24][C:3]1=2.[CH:25](=O)[CH2:26][CH3:27]. The catalyst is CN(C)C(=O)C. The product is [O:19]=[S:11]1(=[O:20])[C:12]2[CH:18]=[CH:17][CH:16]=[CH:15][C:13]=2[NH:14][C:9]([C:6]2[C:7](=[O:8])[N:2]([N:1]=[CH:25][CH2:26][CH3:27])[C:3]3[CH:24]=[CH:23][S:22][C:4]=3[C:5]=2[OH:21])=[N:10]1. The yield is 0.670. (5) The reactants are Br[C:2]1[N:9]=[CH:8][CH:7]=[C:6]([Cl:10])[C:3]=1[CH:4]=[O:5].[C:11]1(=[O:24])[C:16]2[S:17][C:18]3[CH2:23][CH2:22][CH2:21][CH2:20][C:19]=3[C:15]=2[CH2:14][CH2:13][NH:12]1.C([O-])([O-])=O.[K+].[K+].COC1C2C(=C3C(=CC=2)C(OC)=CC=N3)N=CC=1. The catalyst is [Cu]I.O1CCOCC1. The product is [Cl:10][C:6]1[CH:7]=[CH:8][N:9]=[C:2]([N:12]2[C:11](=[O:24])[C:16]3[S:17][C:18]4[CH2:23][CH2:22][CH2:21][CH2:20][C:19]=4[C:15]=3[CH2:14][CH2:13]2)[C:3]=1[CH:4]=[O:5]. The yield is 0.170. (6) The catalyst is C1COCC1. The product is [CH3:12][O:11][C:8]1[CH:9]=[C:10]2[C:5](=[CH:6][CH:7]=1)[C:4]([OH:14])=[N:3][C:15]([N:27]1[CH2:32][CH2:31][O:30][CH2:29][CH2:28]1)=[CH:16]2. The reactants are C([N:3]([CH2:15][CH3:16])[C:4](=[O:14])[C:5]1[CH:10]=[CH:9][C:8]([O:11][CH3:12])=[CH:7][C:6]=1C)C.C([Li])(C)(C)C.CCCCC.[N:27]1(C#N)[CH2:32][CH2:31][O:30][CH2:29][CH2:28]1. The yield is 0.600.